From a dataset of Peptide-MHC class II binding affinity with 134,281 pairs from IEDB. Regression. Given a peptide amino acid sequence and an MHC pseudo amino acid sequence, predict their binding affinity value. This is MHC class II binding data. (1) The peptide sequence is KVPWDQVVMTSLALV. The MHC is DRB1_0301 with pseudo-sequence DRB1_0301. The binding affinity (normalized) is 0.400. (2) The peptide sequence is TTVLDFHPGAGKTRR. The MHC is HLA-DQA10103-DQB10603 with pseudo-sequence HLA-DQA10103-DQB10603. The binding affinity (normalized) is 0.176. (3) The peptide sequence is FPCQEWQEVDSILGF. The MHC is HLA-DQA10501-DQB10402 with pseudo-sequence HLA-DQA10501-DQB10402. The binding affinity (normalized) is 0.340. (4) The peptide sequence is KEVEEAWASACGGTG. The MHC is DRB1_1501 with pseudo-sequence DRB1_1501. The binding affinity (normalized) is 0.144.